Dataset: Full USPTO retrosynthesis dataset with 1.9M reactions from patents (1976-2016). Task: Predict the reactants needed to synthesize the given product. The reactants are: [F:1][C:2]1[CH:3]=[C:4]2[C:8](=[CH:9][C:10]=1[F:11])[NH:7][C:6]([C:12]1[CH:13]=[CH:14][C:15]([O:31][CH3:32])=[C:16]([NH:18][S:19]([C:22]3[CH:27]=[CH:26][CH:25]=[C:24]([N+:28]([O-])=O)[CH:23]=3)(=[O:21])=[O:20])[CH:17]=1)=[CH:5]2. Given the product [NH2:28][C:24]1[CH:23]=[C:22]([S:19]([NH:18][C:16]2[CH:17]=[C:12]([C:6]3[NH:7][C:8]4[C:4]([CH:5]=3)=[CH:3][C:2]([F:1])=[C:10]([F:11])[CH:9]=4)[CH:13]=[CH:14][C:15]=2[O:31][CH3:32])(=[O:20])=[O:21])[CH:27]=[CH:26][CH:25]=1, predict the reactants needed to synthesize it.